From a dataset of Full USPTO retrosynthesis dataset with 1.9M reactions from patents (1976-2016). Predict the reactants needed to synthesize the given product. (1) The reactants are: [CH2:1]([O:3][C:4]([C:6]1([NH:16][C:17](=[O:36])[C:18]2[CH:23]=[CH:22][C:21]([O:24][CH3:25])=[C:20]([O:26][CH2:27][CH2:28][C:29]3[CH:30]=[C:31]([CH3:35])[CH:32]=[CH:33][CH:34]=3)[CH:19]=2)[CH2:14][C:13]2[C:8](=[CH:9][CH:10]=[C:11](Br)[CH:12]=2)[CH2:7]1)=[O:5])[CH3:2].COC(C)(C)C.[CH3:43][N:44](C=O)C. Given the product [CH2:1]([O:3][C:4]([C:6]1([NH:16][C:17](=[O:36])[C:18]2[CH:23]=[CH:22][C:21]([O:24][CH3:25])=[C:20]([O:26][CH2:27][CH2:28][C:29]3[CH:30]=[C:31]([CH3:35])[CH:32]=[CH:33][CH:34]=3)[CH:19]=2)[CH2:14][C:13]2[C:8](=[CH:9][CH:10]=[C:11]([C:43]#[N:44])[CH:12]=2)[CH2:7]1)=[O:5])[CH3:2], predict the reactants needed to synthesize it. (2) Given the product [C:22]([C:2]1([O:1][Si:15]([CH3:18])([CH3:17])[CH3:16])[C:10]2[C:5](=[CH:6][C:7]([NH:11][C:12](=[O:14])[CH3:13])=[CH:8][CH:9]=2)[CH2:4][CH2:3]1)#[N:23], predict the reactants needed to synthesize it. The reactants are: [O:1]=[C:2]1[C:10]2[C:5](=[CH:6][C:7]([NH:11][C:12](=[O:14])[CH3:13])=[CH:8][CH:9]=2)[CH2:4][CH2:3]1.[Si:15](C#N)([CH3:18])([CH3:17])[CH3:16].C[C:22]#[N:23]. (3) Given the product [Cl:23][C:20]1[CH:21]=[CH:22][C:17]([C@H:7]2[C@H:6]([OH:32])[C@@H:5]([OH:4])[C@H:12]([OH:13])[C:9]3([CH2:11][CH2:10]3)[O:8]2)=[CH:18][C:19]=1[CH2:24][C:25]1[CH:26]=[CH:27][C:28]([OH:31])=[CH:29][CH:30]=1, predict the reactants needed to synthesize it. The reactants are: C([O:4][C@H:5]1[C@H:12]([O:13]C(=O)C)[C:9]2([CH2:11][CH2:10]2)[O:8][C@@H:7]([C:17]2[CH:22]=[CH:21][C:20]([Cl:23])=[C:19]([CH2:24][C:25]3[CH:30]=[CH:29][C:28]([OH:31])=[CH:27][CH:26]=3)[CH:18]=2)[C@@H:6]1[O:32]C(=O)C)(=O)C.C[O-].[Na+]. (4) Given the product [Br:1][C:2]1[CH:7]=[CH:6][CH:5]=[C:4]([O:15][C:9]2[CH:14]=[CH:13][CH:12]=[CH:11][CH:10]=2)[CH:3]=1, predict the reactants needed to synthesize it. The reactants are: [Br:1][C:2]1[CH:7]=[CH:6][CH:5]=[C:4](F)[CH:3]=1.[C:9]1([OH:15])[CH:14]=[CH:13][CH:12]=[CH:11][CH:10]=1.C(=O)([O-])[O-].[K+].[K+]. (5) Given the product [CH2:12]([CH:22]([CH2:25][CH2:26][CH2:27]/[CH:28]=[CH:29]\[CH2:30][CH2:31][CH2:32][CH2:33][CH3:34])[CH:23]([OH:24])[CH2:3][CH2:4]/[CH:5]=[CH:6]\[CH2:7][CH2:8][CH2:9][CH2:10][CH3:11])[CH2:13][CH2:14]/[CH:15]=[CH:16]\[CH2:17][CH2:18][CH2:19][CH2:20][CH3:21], predict the reactants needed to synthesize it. The reactants are: [Mg].Br[CH2:3][CH2:4]/[CH:5]=[CH:6]\[CH2:7][CH2:8][CH2:9][CH2:10][CH3:11].[CH2:12]([CH:22]([CH2:25][CH2:26][CH2:27]/[CH:28]=[CH:29]\[CH2:30][CH2:31][CH2:32][CH2:33][CH3:34])[CH:23]=[O:24])[CH2:13][CH2:14]/[CH:15]=[CH:16]\[CH2:17][CH2:18][CH2:19][CH2:20][CH3:21].Cl. (6) Given the product [Cl:8][C:7]1[C:2]([C:21]#[C:20][Si:17]([CH3:19])([CH3:18])[CH3:16])=[N:3][CH:4]=[C:5]([C:9]2[CH:14]=[CH:13][C:12]([Cl:15])=[CH:11][CH:10]=2)[CH:6]=1, predict the reactants needed to synthesize it. The reactants are: Br[C:2]1[C:7]([Cl:8])=[CH:6][C:5]([C:9]2[CH:14]=[CH:13][C:12]([Cl:15])=[CH:11][CH:10]=2)=[CH:4][N:3]=1.[CH3:16][Si:17]([C:20]#[CH:21])([CH3:19])[CH3:18].